This data is from Reaction yield outcomes from USPTO patents with 853,638 reactions. The task is: Predict the reaction yield, written as a fraction of the theoretical maximum amount of product (1.0 means a 100% yield; for example, 0.34 means a 34% yield). (1) The reactants are C([O:3][C:4]([C:6]1[NH:7][C:8]2[C:13]([C:14]=1[C:15]1[CH:20]=[CH:19][C:18]([O:21][CH3:22])=[CH:17][CH:16]=1)=[CH:12][C:11]([NH:23][S:24]([C:27]1[CH:32]=[CH:31][C:30]([C:33]([CH3:36])([CH3:35])[CH3:34])=[CH:29][CH:28]=1)(=[O:26])=[O:25])=[CH:10][CH:9]=2)=[O:5])C.[OH-].[Na+]. The catalyst is C(O)C.O. The product is [C:33]([C:30]1[CH:31]=[CH:32][C:27]([S:24]([NH:23][C:11]2[CH:12]=[C:13]3[C:8](=[CH:9][CH:10]=2)[NH:7][C:6]([C:4]([OH:5])=[O:3])=[C:14]3[C:15]2[CH:16]=[CH:17][C:18]([O:21][CH3:22])=[CH:19][CH:20]=2)(=[O:26])=[O:25])=[CH:28][CH:29]=1)([CH3:36])([CH3:34])[CH3:35]. The yield is 1.00. (2) The reactants are [CH3:1][OH:2].[Cl:3][C:4]1[CH:5]=[CH:6][C:7]([F:13])=[C:8]([CH:12]=1)[C:9](Cl)=[O:10]. The catalyst is ClCCl. The product is [CH3:1][O:2][C:9](=[O:10])[C:8]1[CH:12]=[C:4]([Cl:3])[CH:5]=[CH:6][C:7]=1[F:13]. The yield is 1.00. (3) The reactants are [O:1]1[C:5]2[CH:6]=[C:7]([C:10]3([C:13]([OH:15])=[O:14])[CH2:12][CH2:11]3)[CH:8]=[CH:9][C:4]=2[CH:3]=[CH:2]1. The catalyst is CO.O=[Pt]=O. The product is [O:1]1[C:5]2[CH:6]=[C:7]([C:10]3([C:13]([OH:15])=[O:14])[CH2:12][CH2:11]3)[CH:8]=[CH:9][C:4]=2[CH2:3][CH2:2]1. The yield is 0.420. (4) The reactants are Cl[C:2]1[N:7]=[CH:6][C:5]([CH:8]([CH3:11])[C:9]#[N:10])=[CH:4][CH:3]=1.C(N(CC)CC)C.[CH3:19][O:20][CH2:21][CH2:22][NH:23][CH3:24]. The catalyst is CS(C)=O.O. The product is [CH3:19][O:20][CH2:21][CH2:22][N:23]([CH3:24])[C:2]1[N:7]=[CH:6][C:5]([CH:8]([CH3:11])[C:9]#[N:10])=[CH:4][CH:3]=1. The yield is 0.450. (5) The reactants are [CH2:1]([C:3]1[C:8](=[O:9])[NH:7][C:6]([CH3:10])=[C:5]([C:11]2[S:15][C:14]([S:16]([Cl:19])(=[O:18])=[O:17])=[CH:13][CH:12]=2)[CH:4]=1)[CH3:2].[N:20]1[CH:25]=[CH:24][CH:23]=[C:22]([CH2:26][CH2:27][NH2:28])[CH:21]=1. No catalyst specified. The product is [ClH:19].[N:20]1[CH:25]=[CH:24][CH:23]=[C:22]([CH2:26][CH2:27][NH:28][S:16]([C:14]2[S:15][C:11]([C:5]3[CH:4]=[C:3]([CH2:1][CH3:2])[C:8](=[O:9])[NH:7][C:6]=3[CH3:10])=[CH:12][CH:13]=2)(=[O:18])=[O:17])[CH:21]=1. The yield is 0.310.